Dataset: Retrosynthesis with 50K atom-mapped reactions and 10 reaction types from USPTO. Task: Predict the reactants needed to synthesize the given product. (1) Given the product CCOP(=O)(Cc1cccc(Oc2ncccc2C)c1)OCC, predict the reactants needed to synthesize it. The reactants are: CCOP(OCC)OCC.Cc1cccnc1Oc1cccc(CCl)c1. (2) The reactants are: O=C(Cl)c1ccccc1.OCc1cc(C2O[C@H](COCc3ccccc3)[C@@H](OCc3ccccc3)[C@H](OCc3ccccc3)[C@H]2OCc2ccccc2)ccc1Cl. Given the product O=C(OCc1cc([C@@H]2O[C@H](COCc3ccccc3)[C@@H](OCc3ccccc3)[C@H](OCc3ccccc3)[C@H]2OCc2ccccc2)ccc1Cl)c1ccccc1, predict the reactants needed to synthesize it.